Dataset: Human liver microsome stability data. Task: Regression/Classification. Given a drug SMILES string, predict its absorption, distribution, metabolism, or excretion properties. Task type varies by dataset: regression for continuous measurements (e.g., permeability, clearance, half-life) or binary classification for categorical outcomes (e.g., BBB penetration, CYP inhibition). Dataset: hlm. (1) The drug is CC(N)C1(c2cccc3ccccc23)CCCCC1. The result is 0 (unstable in human liver microsomes). (2) The drug is CCCCCCOC(=O)C=Cc1ccc(NC(=O)C2(NC(=O)c3ccc4c(C5CCCC5)c(-c5ncc(Cl)cn5)n(C)c4c3)CCC2)cc1OCC. The result is 0 (unstable in human liver microsomes). (3) The drug is COc1cc2c(N3CCN(CC4CCCC4)CC3)nc(N(C)C)nc2cc1OCCCN1CCCC1. The result is 0 (unstable in human liver microsomes). (4) The drug is COc1ccc(-c2nc3ccccc3s2)cc1NC(=O)c1cc([N+](=O)[O-])ccc1Cl. The result is 0 (unstable in human liver microsomes). (5) The compound is O=C(NCc1ccc(Cl)cc1Cl)[C@@H]1CCC(=O)N1c1cscn1. The result is 1 (stable in human liver microsomes). (6) The compound is C=C(C)[C@@H]1CC[C@]2(C(=O)N(C)CCN(C)C)CC[C@]3(C)[C@H](CC[C@@H]4[C@@]5(C)CC=C(c6ccc(C(=O)O)cc6)C(C)(C)[C@@H]5CC[C@]43C)[C@@H]12. The result is 0 (unstable in human liver microsomes). (7) The compound is O=C(N[C@H](Cc1c[nH]c2ccccc12)C(=O)Nc1ccncc1)c1ccc(-c2ccc(F)c(C(F)(F)F)c2)cc1F. The result is 1 (stable in human liver microsomes).